Dataset: Reaction yield outcomes from USPTO patents with 853,638 reactions. Task: Predict the reaction yield, written as a fraction of the theoretical maximum amount of product (1.0 means a 100% yield; for example, 0.34 means a 34% yield). The reactants are [N+]([C:4]1[CH:5]=[C:6]2[C:12]([C:13](O)=O)=C[NH:10][C:7]2=N[CH:9]=1)([O-])=O.C[N:17](C(ON1N=NC2C=CC=CC1=2)=[N+](C)C)C.[B-](F)(F)(F)F.CCN(C(C)C)C(C)C.N1C2C(=CC=CN=2)C=C1.C(O)(C(F)(F)F)=O.C(Cl)Cl. The catalyst is CN(C=O)C. The product is [NH:17]1[C:12]2[C:6](=[CH:5][CH:4]=[CH:9][CH:13]=2)[CH:7]=[N:10]1. The yield is 0.820.